From a dataset of NCI-60 drug combinations with 297,098 pairs across 59 cell lines. Regression. Given two drug SMILES strings and cell line genomic features, predict the synergy score measuring deviation from expected non-interaction effect. (1) Drug 2: C#CCC(CC1=CN=C2C(=N1)C(=NC(=N2)N)N)C3=CC=C(C=C3)C(=O)NC(CCC(=O)O)C(=O)O. Synergy scores: CSS=11.1, Synergy_ZIP=-7.75, Synergy_Bliss=-7.39, Synergy_Loewe=0.925, Synergy_HSA=0.949. Drug 1: CNC(=O)C1=NC=CC(=C1)OC2=CC=C(C=C2)NC(=O)NC3=CC(=C(C=C3)Cl)C(F)(F)F. Cell line: CCRF-CEM. (2) Drug 1: CC1C(C(CC(O1)OC2CC(CC3=C2C(=C4C(=C3O)C(=O)C5=C(C4=O)C(=CC=C5)OC)O)(C(=O)C)O)N)O.Cl. Drug 2: C1=CC(=CC=C1CCCC(=O)O)N(CCCl)CCCl. Cell line: SK-OV-3. Synergy scores: CSS=37.6, Synergy_ZIP=1.63, Synergy_Bliss=5.33, Synergy_Loewe=3.01, Synergy_HSA=7.70. (3) Drug 1: CC12CCC3C(C1CCC2=O)CC(=C)C4=CC(=O)C=CC34C. Drug 2: C1=CC(=CC=C1C#N)C(C2=CC=C(C=C2)C#N)N3C=NC=N3. Cell line: OVCAR-4. Synergy scores: CSS=19.0, Synergy_ZIP=-0.749, Synergy_Bliss=-3.52, Synergy_Loewe=-3.70, Synergy_HSA=-4.14. (4) Drug 1: CC(C)(C#N)C1=CC(=CC(=C1)CN2C=NC=N2)C(C)(C)C#N. Drug 2: CC=C1C(=O)NC(C(=O)OC2CC(=O)NC(C(=O)NC(CSSCCC=C2)C(=O)N1)C(C)C)C(C)C. Cell line: HS 578T. Synergy scores: CSS=29.9, Synergy_ZIP=-0.989, Synergy_Bliss=0.244, Synergy_Loewe=-21.4, Synergy_HSA=-0.232. (5) Drug 1: C1CN1P(=S)(N2CC2)N3CC3. Drug 2: C(CN)CNCCSP(=O)(O)O. Cell line: MCF7. Synergy scores: CSS=8.88, Synergy_ZIP=-3.41, Synergy_Bliss=-1.78, Synergy_Loewe=-5.06, Synergy_HSA=-0.0891. (6) Drug 1: CC1=C2C(C(=O)C3(C(CC4C(C3C(C(C2(C)C)(CC1OC(=O)C(C(C5=CC=CC=C5)NC(=O)OC(C)(C)C)O)O)OC(=O)C6=CC=CC=C6)(CO4)OC(=O)C)OC)C)OC. Drug 2: CC(C)CN1C=NC2=C1C3=CC=CC=C3N=C2N. Cell line: UACC-257. Synergy scores: CSS=28.6, Synergy_ZIP=6.45, Synergy_Bliss=6.45, Synergy_Loewe=-8.67, Synergy_HSA=5.17. (7) Drug 1: COC1=CC(=CC(=C1O)OC)C2C3C(COC3=O)C(C4=CC5=C(C=C24)OCO5)OC6C(C(C7C(O6)COC(O7)C8=CC=CS8)O)O. Drug 2: CC1C(C(CC(O1)OC2CC(CC3=C2C(=C4C(=C3O)C(=O)C5=CC=CC=C5C4=O)O)(C(=O)C)O)N)O. Cell line: NCI-H460. Synergy scores: CSS=57.3, Synergy_ZIP=-1.83, Synergy_Bliss=-3.17, Synergy_Loewe=2.05, Synergy_HSA=3.35. (8) Drug 1: CN(C)N=NC1=C(NC=N1)C(=O)N. Drug 2: CC(C1=C(C=CC(=C1Cl)F)Cl)OC2=C(N=CC(=C2)C3=CN(N=C3)C4CCNCC4)N. Cell line: SN12C. Synergy scores: CSS=6.78, Synergy_ZIP=-2.37, Synergy_Bliss=0.776, Synergy_Loewe=-9.79, Synergy_HSA=1.05. (9) Drug 2: C1=CN(C(=O)N=C1N)C2C(C(C(O2)CO)O)O.Cl. Synergy scores: CSS=66.2, Synergy_ZIP=0.578, Synergy_Bliss=0.595, Synergy_Loewe=3.33, Synergy_HSA=7.18. Drug 1: C1=C(C(=O)NC(=O)N1)N(CCCl)CCCl. Cell line: CAKI-1.